From a dataset of Catalyst prediction with 721,799 reactions and 888 catalyst types from USPTO. Predict which catalyst facilitates the given reaction. (1) Reactant: C(OC([N:8]1[CH2:12][CH:11]([O:13][C:14](=[O:16])[CH3:15])[CH2:10][C@@H:9]1[C:17]1[N:18]=[C:19]([NH:22][C:23]([NH:25][CH2:26][C:27]2[CH:32]=[CH:31][C:30]([Cl:33])=[C:29]([Cl:34])[CH:28]=2)=[O:24])[S:20][CH:21]=1)=O)(C)(C)C. Product: [ClH:33].[Cl:34][C:29]1[CH:28]=[C:27]([CH:32]=[CH:31][C:30]=1[Cl:33])[CH2:26][NH:25][C:23](=[O:24])[NH:22][C:19]1[S:20][CH:21]=[C:17]([CH:9]2[NH:8][CH2:12][C@H:11]([O:13][C:14](=[O:16])[CH3:15])[CH2:10]2)[N:18]=1. The catalyst class is: 89. (2) Reactant: [NH:1]1[CH2:6][CH2:5][CH2:4][C@H:3]([C:7]([OH:9])=[O:8])[CH2:2]1.C(O)C.[C:13](O[C:13]([O:15][C:16]([CH3:19])([CH3:18])[CH3:17])=[O:14])([O:15][C:16]([CH3:19])([CH3:18])[CH3:17])=[O:14]. Product: [C:16]([O:15][C:13]([N:1]1[CH2:6][CH2:5][CH2:4][C@H:3]([C:7]([OH:9])=[O:8])[CH2:2]1)=[O:14])([CH3:19])([CH3:18])[CH3:17]. The catalyst class is: 9. (3) The catalyst class is: 4. Product: [I:13][C:7]1[CH:6]=[C:5]([CH:3]2[CH2:2][N:1]([C:23](=[O:25])[CH3:24])[CH2:4]2)[N:9]([CH:10]([CH3:11])[CH3:12])[N:8]=1. Reactant: [NH:1]1[CH2:4][CH:3]([C:5]2[N:9]([CH:10]([CH3:12])[CH3:11])[N:8]=[C:7]([I:13])[CH:6]=2)[CH2:2]1.C(N(C(C)C)CC)(C)C.[C:23](Cl)(=[O:25])[CH3:24]. (4) Reactant: C(=O)([O-])[O-].[Na+].[Na+].Br[C:8]1[CH:9]=[C:10]2[C:16]([C:17]3[N:21]=[C:20]([CH2:22][C:23]4[CH:28]=[CH:27][CH:26]=[C:25]([F:29])[CH:24]=4)[NH:19][N:18]=3)=[CH:15][NH:14][C:11]2=[N:12][CH:13]=1.[CH3:30][N:31]1[CH:35]=[C:34](B2OC(C)(C)C(C)(C)O2)[CH:33]=[N:32]1. Product: [F:29][C:25]1[CH:24]=[C:23]([CH:28]=[CH:27][CH:26]=1)[CH2:22][C:20]1[NH:19][N:18]=[C:17]([C:16]2[C:10]3[C:11](=[N:12][CH:13]=[C:8]([C:34]4[CH:33]=[N:32][N:31]([CH3:30])[CH:35]=4)[CH:9]=3)[NH:14][CH:15]=2)[N:21]=1. The catalyst class is: 455. (5) Product: [CH:1]1([C:4]2[C:9]([C:10]3[CH:15]=[CH:14][N:13]=[C:12]([CH2:16][CH3:17])[CH:11]=3)=[CH:8][C:7]([C:18]#[N:19])=[C:6]([N:20]3[CH2:25][CH2:24][N:23]([C:26](=[O:31])[CH2:27][CH2:28][O:29][CH3:30])[C@H:22]([CH3:32])[CH2:21]3)[N:5]=2)[CH2:3][CH2:2]1. The catalyst class is: 50. Reactant: [CH:1]1([C:4]2[C:9]([C:10]3[CH:15]=[CH:14][N:13]=[C:12]([CH:16]=[CH2:17])[CH:11]=3)=[CH:8][C:7]([C:18]#[N:19])=[C:6]([N:20]3[CH2:25][CH2:24][N:23]([C:26](=[O:31])[CH2:27][CH2:28][O:29][CH3:30])[C@H:22]([CH3:32])[CH2:21]3)[N:5]=2)[CH2:3][CH2:2]1. (6) The catalyst class is: 9. Product: [CH3:23][O:8][C:7](=[O:9])[CH2:6][CH:5]([C:3]#[N:4])[C:10]1[CH:15]=[CH:14][C:13]([O:16][CH2:17][O:18][CH2:19][CH2:20][O:21][CH3:22])=[CH:12][CH:11]=1. Reactant: CI.[C:3]([CH:5]([C:10]1[CH:15]=[CH:14][C:13]([O:16][CH2:17][O:18][CH2:19][CH2:20][O:21][CH3:22])=[CH:12][CH:11]=1)[CH2:6][C:7]([OH:9])=[O:8])#[N:4].[C:23](=O)([O-])[O-].[Cs+].[Cs+].O. (7) Reactant: [S:1]1[CH:5]=[CH:4][C:3]2[S:6][CH:7]=[CH:8][C:2]1=2.C([Li])CCC.Cl[Si:15]([CH3:18])([CH3:17])[CH3:16]. Product: [CH3:16][Si:15]([CH3:18])([CH3:17])[C:5]1[S:1][C:2]2[CH:8]=[CH:7][S:6][C:3]=2[CH:4]=1. The catalyst class is: 7.